This data is from NCI-60 drug combinations with 297,098 pairs across 59 cell lines. The task is: Regression. Given two drug SMILES strings and cell line genomic features, predict the synergy score measuring deviation from expected non-interaction effect. (1) Drug 1: CCC(=C(C1=CC=CC=C1)C2=CC=C(C=C2)OCCN(C)C)C3=CC=CC=C3.C(C(=O)O)C(CC(=O)O)(C(=O)O)O. Drug 2: C1CNP(=O)(OC1)N(CCCl)CCCl. Cell line: SK-MEL-28. Synergy scores: CSS=1.36, Synergy_ZIP=-2.09, Synergy_Bliss=-5.01, Synergy_Loewe=-3.55, Synergy_HSA=-3.54. (2) Drug 2: CC(C)CN1C=NC2=C1C3=CC=CC=C3N=C2N. Cell line: SF-539. Drug 1: CC(C)(C#N)C1=CC(=CC(=C1)CN2C=NC=N2)C(C)(C)C#N. Synergy scores: CSS=9.16, Synergy_ZIP=5.19, Synergy_Bliss=9.38, Synergy_Loewe=4.17, Synergy_HSA=5.11. (3) Drug 1: CC1=C2C(C(=O)C3(C(CC4C(C3C(C(C2(C)C)(CC1OC(=O)C(C(C5=CC=CC=C5)NC(=O)OC(C)(C)C)O)O)OC(=O)C6=CC=CC=C6)(CO4)OC(=O)C)OC)C)OC. Drug 2: CC1=C(C(CCC1)(C)C)C=CC(=CC=CC(=CC(=O)O)C)C. Cell line: COLO 205. Synergy scores: CSS=64.9, Synergy_ZIP=13.7, Synergy_Bliss=13.8, Synergy_Loewe=-29.1, Synergy_HSA=8.89.